Task: Predict the product of the given reaction.. Dataset: Forward reaction prediction with 1.9M reactions from USPTO patents (1976-2016) (1) Given the reactants C([N:8]1[CH2:16][C:15]2[C:10](=[CH:11][CH:12]=[C:13]([O:17][C:18]3[CH:26]=[CH:25][C:21]([C:22]([NH2:24])=[O:23])=[CH:20][N:19]=3)[CH:14]=2)[CH2:9]1)C1C=CC=CC=1.[H][H], predict the reaction product. The product is: [CH2:9]1[C:10]2[C:15](=[CH:14][C:13]([O:17][C:18]3[CH:26]=[CH:25][C:21]([C:22]([NH2:24])=[O:23])=[CH:20][N:19]=3)=[CH:12][CH:11]=2)[CH2:16][NH:8]1. (2) Given the reactants [CH3:1][O:2][C:3]1[CH:8]=[CH:7][C:6]([N:9]2[CH2:14][CH2:13][NH:12][CH2:11][CH2:10]2)=[CH:5][CH:4]=1.[C:15](#[N:18])[CH:16]=[CH2:17], predict the reaction product. The product is: [CH3:1][O:2][C:3]1[CH:4]=[CH:5][C:6]([N:9]2[CH2:14][CH2:13][N:12]([CH2:17][CH2:16][C:15]#[N:18])[CH2:11][CH2:10]2)=[CH:7][CH:8]=1. (3) Given the reactants Cl.[Cl:2][C:3]1[CH:27]=[CH:26][C:6]2[NH:7][C:8]([C:10]3[CH:11]=[C:12]([N:17]4[CH2:22][CH2:21][CH:20]([C:23]([OH:25])=O)[CH2:19][CH2:18]4)[CH:13]=[CH:14][C:15]=3[F:16])=[N:9][C:5]=2[CH:4]=1.CN(C(ON1N=NC2C=CC=NC1=2)=[N+](C)C)C.F[P-](F)(F)(F)(F)F.[CH3:52][NH:53][CH:54]1[CH2:58][N:57]([CH3:59])[CH2:56][CH2:55]1, predict the reaction product. The product is: [CH3:52][N:53]([CH:54]1[CH2:55][CH2:56][N:57]([CH3:59])[CH2:58]1)[C:23]([CH:20]1[CH2:21][CH2:22][N:17]([C:12]2[CH:13]=[CH:14][C:15]([F:16])=[C:10]([C:8]3[NH:7][C:6]4[CH:26]=[CH:27][C:3]([Cl:2])=[CH:4][C:5]=4[N:9]=3)[CH:11]=2)[CH2:18][CH2:19]1)=[O:25].